Dataset: Forward reaction prediction with 1.9M reactions from USPTO patents (1976-2016). Task: Predict the product of the given reaction. Given the reactants [NH2:1][C:2]1[CH:3]=[C:4]([N:8]([CH2:16][C:17]2[CH:22]=[CH:21][CH:20]=[C:19]([O:23][C:24]([F:29])([F:28])[CH:25]([F:27])[F:26])[CH:18]=2)[CH2:9][CH:10]([OH:15])[C:11]([F:14])([F:13])[F:12])[CH:5]=[CH:6][CH:7]=1.C(N(CC)CC)C.[F:37][C:38]1[CH:43]=[CH:42][C:41]([N:44]=[C:45]=[O:46])=[CH:40][CH:39]=1, predict the reaction product. The product is: [F:37][C:38]1[CH:43]=[CH:42][C:41]([NH:44][C:45]([NH:1][C:2]2[CH:7]=[CH:6][CH:5]=[C:4]([N:8]([CH2:16][C:17]3[CH:22]=[CH:21][CH:20]=[C:19]([O:23][C:24]([F:28])([F:29])[CH:25]([F:26])[F:27])[CH:18]=3)[CH2:9][CH:10]([OH:15])[C:11]([F:14])([F:13])[F:12])[CH:3]=2)=[O:46])=[CH:40][CH:39]=1.